Task: Predict the reaction yield, written as a fraction of the theoretical maximum amount of product (1.0 means a 100% yield; for example, 0.34 means a 34% yield).. Dataset: Reaction yield outcomes from USPTO patents with 853,638 reactions The product is [CH:18]([C:5]1[CH:4]=[C:3]([O:21][CH3:22])[C:2]([C:26]([F:28])([F:27])[F:25])=[CH:7][C:6]=1[S:8]([C:11]1[CH:16]=[CH:15][C:14]([CH3:17])=[CH:13][CH:12]=1)(=[O:10])=[O:9])([CH3:20])[CH3:19]. The yield is 1.00. The catalyst is CN(C=O)C.[Cu]I. The reactants are I[C:2]1[CH:7]=[C:6]([S:8]([C:11]2[CH:16]=[CH:15][C:14]([CH3:17])=[CH:13][CH:12]=2)(=[O:10])=[O:9])[C:5]([CH:18]([CH3:20])[CH3:19])=[CH:4][C:3]=1[O:21][CH3:22].[F-].[K+].[F:25][C:26](I)([F:28])[F:27].O.